From a dataset of Full USPTO retrosynthesis dataset with 1.9M reactions from patents (1976-2016). Predict the reactants needed to synthesize the given product. (1) The reactants are: [CH2:1]([N:8]1[C:17]2[C:12](=[C:13](Cl)[CH:14]=[CH:15][CH:16]=2)[C:11](=[O:19])[C:10]([CH2:20][OH:21])=[N:9]1)[C:2]1[CH:7]=[CH:6][CH:5]=[CH:4][CH:3]=1.[C:22]1([CH3:33])[CH:27]=[C:26]([CH3:28])[CH:25]=[C:24]([CH3:29])[C:23]=1B(O)O.P([O-])([O-])([O-])=O.[K+].[K+].[K+]. Given the product [CH2:1]([N:8]1[C:17]2[C:12](=[C:13]([C:23]3[C:24]([CH3:29])=[CH:25][C:26]([CH3:28])=[CH:27][C:22]=3[CH3:33])[CH:14]=[CH:15][CH:16]=2)[C:11](=[O:19])[C:10]([CH2:20][OH:21])=[N:9]1)[C:2]1[CH:7]=[CH:6][CH:5]=[CH:4][CH:3]=1, predict the reactants needed to synthesize it. (2) Given the product [Cl:1][C:2]1[CH:7]=[CH:6][C:5]([C:8]2[C:14]3[CH:15]=[C:16]([O:19][CH3:20])[CH:17]=[CH:18][C:13]=3[N:12]3[C:21]([CH3:24])=[N:22][N:23]=[C:11]3[C@H:10]([CH2:25][C:26]([NH:62][CH2:63][C:64]3[CH:69]=[CH:68][C:67]([OH:70])=[C:66]([OH:71])[CH:65]=3)=[O:27])[N:9]=2)=[CH:4][CH:3]=1, predict the reactants needed to synthesize it. The reactants are: [Cl:1][C:2]1[CH:7]=[CH:6][C:5]([C:8]2[C:14]3[CH:15]=[C:16]([O:19][CH3:20])[CH:17]=[CH:18][C:13]=3[N:12]3[C:21]([CH3:24])=[N:22][N:23]=[C:11]3[C@H:10]([CH2:25][C:26](O)=[O:27])[N:9]=2)=[CH:4][CH:3]=1.CN(C(ON1N=NC2C=CC=NC1=2)=[N+](C)C)C.F[P-](F)(F)(F)(F)F.CCN(C(C)C)C(C)C.[NH2:62][CH2:63][C:64]1[CH:65]=[C:66]([OH:71])[C:67]([OH:70])=[CH:68][CH:69]=1. (3) Given the product [Br:40][CH2:37][CH2:36][CH2:35][S:34][C:31]1[CH:32]=[CH:33][C:28]([O:27][CH2:20][C:21]2[CH:26]=[CH:25][CH:24]=[CH:23][CH:22]=2)=[CH:29][CH:30]=1, predict the reactants needed to synthesize it. The reactants are: C1(P(C2C=CC=CC=2)C2C=CC=CC=2)C=CC=CC=1.[CH2:20]([O:27][C:28]1[CH:33]=[CH:32][C:31]([S:34][CH2:35][CH2:36][CH2:37]O)=[CH:30][CH:29]=1)[C:21]1[CH:26]=[CH:25][CH:24]=[CH:23][CH:22]=1.C(Br)(Br)(Br)[Br:40].C([O-])(O)=O.[Na+]. (4) Given the product [CH3:27][N:26]([CH3:28])[C:8]1[N:9]([C:20]2[CH:25]=[CH:24][CH:23]=[CH:22][CH:21]=2)[C:10]([C:11]([O:13][C:14]([CH3:19])([CH3:18])[CH2:15][O:16][CH3:17])=[O:12])=[C:6]([NH:5][C:3](=[O:4])[CH2:2][N:29]2[C:37]3[C:32](=[CH:33][CH:34]=[CH:35][CH:36]=3)[CH2:31][C:30]2=[O:38])[N:7]=1, predict the reactants needed to synthesize it. The reactants are: Br[CH2:2][C:3]([NH:5][C:6]1[N:7]=[C:8]([N:26]([CH3:28])[CH3:27])[N:9]([C:20]2[CH:25]=[CH:24][CH:23]=[CH:22][CH:21]=2)[C:10]=1[C:11]([O:13][C:14]([CH3:19])([CH3:18])[CH2:15][O:16][CH3:17])=[O:12])=[O:4].[NH:29]1[C:37]2[C:32](=[CH:33][CH:34]=[CH:35][CH:36]=2)[CH2:31][C:30]1=[O:38].C([O-])([O-])=O.[K+].[K+].